From a dataset of Full USPTO retrosynthesis dataset with 1.9M reactions from patents (1976-2016). Predict the reactants needed to synthesize the given product. (1) Given the product [Cl:1][C:2]1[N:12]=[C:11]2[C:5]([N:6]([CH3:20])[C:7](=[O:19])[CH2:8][CH2:9][N:10]2[CH:13]2[CH2:18][CH2:17][CH2:16][CH2:15][CH2:14]2)=[CH:4][N:3]=1, predict the reactants needed to synthesize it. The reactants are: [Cl:1][C:2]1[N:12]=[C:11]2[C:5]([NH:6][C:7](=[O:19])[CH2:8][CH2:9][N:10]2[CH:13]2[CH2:18][CH2:17][CH2:16][CH2:15][CH2:14]2)=[CH:4][N:3]=1.[CH3:20]I.[H-].[Na+]. (2) Given the product [F:1][C:2]1[C:8]([N:9]2[CH2:13][CH2:12][CH2:11][CH2:10]2)=[CH:7][CH:6]=[C:5]([NH2:14])[C:3]=1[NH2:4], predict the reactants needed to synthesize it. The reactants are: [F:1][C:2]1[C:8]([N:9]2[CH2:13][CH2:12][CH2:11][CH2:10]2)=[CH:7][CH:6]=[C:5]([N+:14]([O-])=O)[C:3]=1[NH2:4]. (3) Given the product [CH2:1]([O:5][CH2:6][CH2:7][O:8][C:9]1[CH:10]=[CH:11][C:12]([C:15]2[CH:16]=[CH:17][C:18]3[N:24]([CH2:25][CH2:26][CH3:27])[CH2:23][CH2:22][C:21]([C:28]([NH:30][C:31]4[CH:32]=[CH:33][C:34]([S:37]([CH2:38][C:39]5[N:43]([CH2:44][CH3:45])[CH:42]=[N:41][N:40]=5)=[O:55])=[CH:35][CH:36]=4)=[O:29])=[CH:20][C:19]=3[CH:46]=2)=[CH:13][CH:14]=1)[CH2:2][CH2:3][CH3:4], predict the reactants needed to synthesize it. The reactants are: [CH2:1]([O:5][CH2:6][CH2:7][O:8][C:9]1[CH:14]=[CH:13][C:12]([C:15]2[CH:16]=[CH:17][C:18]3[N:24]([CH2:25][CH2:26][CH3:27])[CH2:23][CH2:22][C:21]([C:28]([NH:30][C:31]4[CH:36]=[CH:35][C:34]([S:37][CH2:38][C:39]5[N:43]([CH2:44][CH3:45])[CH:42]=[N:41][N:40]=5)=[CH:33][CH:32]=4)=[O:29])=[CH:20][C:19]=3[CH:46]=2)=[CH:11][CH:10]=1)[CH2:2][CH2:3][CH3:4].ClC1C=CC=C(C(OO)=[O:55])C=1.S([O-])([O-])(=O)=S.[Na+].[Na+]. (4) Given the product [NH2:1][C:2]1[N:11]=[C:10]([C:12]([N:14]2[CH2:22][C:21]3[C:16](=[CH:17][CH:18]=[CH:19][CH:20]=3)[CH2:15]2)=[O:13])[C:9]2[C:4](=[CH:5][CH:6]=[C:7]([C:23]3[CH:28]=[C:27]([F:29])[C:26]([F:30])=[CH:25][C:24]=3[CH2:31][N:43]3[CH2:44][CH2:45][N:40]([CH3:39])[CH2:41][CH2:42]3)[CH:8]=2)[N:3]=1, predict the reactants needed to synthesize it. The reactants are: [NH2:1][C:2]1[N:11]=[C:10]([C:12]([N:14]2[CH2:22][C:21]3[C:16](=[CH:17][CH:18]=[CH:19][CH:20]=3)[CH2:15]2)=[O:13])[C:9]2[C:4](=[CH:5][CH:6]=[C:7]([C:23]3[CH:28]=[C:27]([F:29])[C:26]([F:30])=[CH:25][C:24]=3[CH2:31]Cl)[CH:8]=2)[N:3]=1.C(=O)([O-])[O-].[Cs+].[Cs+].[CH3:39][N:40]1[CH2:45][CH2:44][NH:43][CH2:42][CH2:41]1. (5) Given the product [C:1]1([N:7]2[C:11]([NH:12][C:13]3[CH:14]=[CH:15][CH:16]=[CH:17][CH:18]=3)=[CH:10][C:9]([CH2:19][OH:20])=[N:8]2)[CH:2]=[CH:3][CH:4]=[CH:5][CH:6]=1, predict the reactants needed to synthesize it. The reactants are: [C:1]1([N:7]2[C:11]([NH:12][C:13]3[CH:18]=[CH:17][CH:16]=[CH:15][CH:14]=3)=[CH:10][C:9]([C:19](OCC)=[O:20])=[N:8]2)[CH:6]=[CH:5][CH:4]=[CH:3][CH:2]=1.[H-].C([Al+]CC(C)C)C(C)C.Cl. (6) Given the product [CH3:23][C:17]1[C:18]([O:21][CH3:22])=[C:19]([CH3:20])[C:14]([CH2:13][S@@:12]([C:10]2[NH:11][C:6]3[CH:5]=[CH:4][C:3]([O:2][CH3:1])=[N:8][C:7]=3[N:9]=2)=[O:24])=[N:15][CH:16]=1, predict the reactants needed to synthesize it. The reactants are: [CH3:1][O:2][C:3]1[N:8]=[C:7]2[N:9]=[C:10]([S:12][CH2:13][C:14]3[C:19]([CH3:20])=[C:18]([O:21][CH3:22])[C:17]([CH3:23])=[CH:16][N:15]=3)[NH:11][C:6]2=[CH:5][CH:4]=1.[O-:24]O.C1(C(C)C)C=CC=CC=1. (7) The reactants are: [CH2:1]([OH:16])[CH2:2][CH2:3][CH2:4][CH2:5][CH2:6][NH:7][CH2:8][CH2:9][NH:10][CH2:11][CH2:12][NH:13][CH2:14][CH3:15].O([C:25]([O:27][C:28]([CH3:31])([CH3:30])[CH3:29])=[O:26])[C:25]([O:27][C:28]([CH3:31])([CH3:30])[CH3:29])=[O:26]. Given the product [C:28]([O:27][C:25]([N:7]([CH2:8][CH2:9][N:10]([C:25]([O:27][C:28]([CH3:29])([CH3:30])[CH3:31])=[O:26])[CH2:11][CH2:12][N:13]([C:25]([O:27][C:28]([CH3:31])([CH3:30])[CH3:29])=[O:26])[CH2:14][CH3:15])[CH2:6][CH2:5][CH2:4][CH2:3][CH2:2][CH2:1][OH:16])=[O:26])([CH3:31])([CH3:30])[CH3:29], predict the reactants needed to synthesize it. (8) Given the product [CH3:1][C:2]1[N:3]=[C:4]([C:8]#[C:9][CH:10]=[C:11]2[CH2:12][CH2:13][N:14]([C:18]3[CH:19]=[CH:20][C:21]([C:24]#[N:25])=[N:22][CH:23]=3)[CH2:15][CH2:16]2)[CH:5]=[CH:6][CH:7]=1, predict the reactants needed to synthesize it. The reactants are: [CH3:1][C:2]1[CH:7]=[CH:6][CH:5]=[C:4]([C:8]#[C:9][CH:10]=[C:11]2[CH2:16][CH2:15][NH:14][CH2:13][CH2:12]2)[N:3]=1.Br[C:18]1[CH:19]=[CH:20][C:21]([C:24]#[N:25])=[N:22][CH:23]=1.C(=O)([O-])[O-].[Cs+].[Cs+].[Cl-].C(C1C=CC=C(C(C)C)C=1[N+]1C=CN(C2C(C(C)C)=CC=CC=2C(C)C)C=1)(C)C. (9) Given the product [CH:20]([O:19][C:16]1[CH:17]=[CH:18][C:13]([CH2:12][O:11][C:8]2[CH:7]=[CH:6][C:5]3[N:4]4[CH2:27][CH2:28][CH:29]([CH2:30][C:31]([O:33][C:34]([CH3:35])([CH3:36])[CH3:37])=[O:32])[C:3]4=[C:2]([CH3:38])[C:10]=3[CH:9]=2)=[CH:14][C:15]=1[C:23]([F:26])([F:24])[F:25])([CH3:21])[CH3:22], predict the reactants needed to synthesize it. The reactants are: I[C:2]1[C:10]2[CH:9]=[C:8]([O:11][CH2:12][C:13]3[CH:18]=[CH:17][C:16]([O:19][CH:20]([CH3:22])[CH3:21])=[C:15]([C:23]([F:26])([F:25])[F:24])[CH:14]=3)[CH:7]=[CH:6][C:5]=2[N:4]2[CH2:27][CH2:28][CH:29]([CH2:30][C:31]([O:33][C:34]([CH3:37])([CH3:36])[CH3:35])=[O:32])[C:3]=12.[CH3:38][Zn]C.